From a dataset of Full USPTO retrosynthesis dataset with 1.9M reactions from patents (1976-2016). Predict the reactants needed to synthesize the given product. (1) Given the product [CH:1]([O:4][C:5]1[CH:6]=[C:7]([CH:20]=[C:21]([CH2:23][NH:30][CH2:29][C:28]2[CH:31]=[CH:32][CH:33]=[CH:34][C:27]=2[F:26])[CH:22]=1)[C:8]([NH:10][C:11]1[CH:16]=[CH:15][C:14]([C:17]([OH:19])=[O:18])=[CH:13][N:12]=1)=[O:9])([CH3:2])[CH3:3], predict the reactants needed to synthesize it. The reactants are: [CH:1]([O:4][C:5]1[CH:6]=[C:7]([CH:20]=[C:21]([C:23](O)=O)[CH:22]=1)[C:8]([NH:10][C:11]1[CH:16]=[CH:15][C:14]([C:17]([OH:19])=[O:18])=[CH:13][N:12]=1)=[O:9])([CH3:3])[CH3:2].[F:26][C:27]1[CH:34]=[CH:33][CH:32]=[CH:31][C:28]=1[CH2:29][NH2:30].C([BH3-])#N.[Na+]. (2) Given the product [CH3:15][CH:16]([CH3:44])[CH2:17][CH2:18][N:19]([CH2:35][C:36]1[CH:37]=[CH:38][C:39]([CH2:42][O:1][C:2]2[CH:3]=[CH:4][C:5]([CH:8]3[CH2:10][CH:9]3[C:11]([O:13][CH3:14])=[O:12])=[CH:6][CH:7]=2)=[CH:40][CH:41]=1)[C:20]1[S:21][CH:22]=[C:23]([C:25]2[CH:26]=[CH:27][C:28]([C:31]([F:32])([F:33])[F:34])=[CH:29][CH:30]=2)[N:24]=1, predict the reactants needed to synthesize it. The reactants are: [OH:1][C:2]1[CH:7]=[CH:6][C:5]([CH:8]2[CH2:10][CH:9]2[C:11]([O:13][CH3:14])=[O:12])=[CH:4][CH:3]=1.[CH3:15][CH:16]([CH3:44])[CH2:17][CH2:18][N:19]([CH2:35][C:36]1[CH:41]=[CH:40][C:39]([CH2:42]O)=[CH:38][CH:37]=1)[C:20]1[S:21][CH:22]=[C:23]([C:25]2[CH:30]=[CH:29][C:28]([C:31]([F:34])([F:33])[F:32])=[CH:27][CH:26]=2)[N:24]=1.C(P(CCCC)CCCC)CCC.N(C(N1CCCCC1)=O)=NC(N1CCCCC1)=O. (3) The reactants are: Cl[C:2]1[NH:3][C:4]2[CH:10]=[CH:9][CH:8]=[CH:7][C:5]=2[N:6]=1.[NH:11]1[CH2:16][CH2:15][CH:14]([C:17]([OH:30])([C:24]2[CH:29]=[CH:28][CH:27]=[CH:26][CH:25]=2)[C:18]2[CH:23]=[CH:22][CH:21]=[CH:20][CH:19]=2)[CH2:13][CH2:12]1. Given the product [NH:6]1[C:5]2[CH:7]=[CH:8][CH:9]=[CH:10][C:4]=2[N:3]=[C:2]1[N:11]1[CH2:12][CH2:13][CH:14]([C:17]([C:24]2[CH:29]=[CH:28][CH:27]=[CH:26][CH:25]=2)([C:18]2[CH:19]=[CH:20][CH:21]=[CH:22][CH:23]=2)[OH:30])[CH2:15][CH2:16]1, predict the reactants needed to synthesize it. (4) Given the product [C:1]([O:5][C:6]([NH:8][NH:9][C:10]1[CH:44]=[CH:43][C:13]([C:14]([O:16][CH2:17][C@@H:18]2[C@@H:25]([OH:24])[C@@H:21]([OH:22])[C@H:20]([N:28]3[C:36](=[O:37])[N:35]([CH2:38][CH:39]=[CH2:40])[C:34]4[C:33](=[O:41])[NH:32][C:31]([NH2:42])=[N:30][C:29]3=4)[O:19]2)=[O:15])=[CH:12][N:11]=1)=[O:7])([CH3:2])([CH3:3])[CH3:4], predict the reactants needed to synthesize it. The reactants are: [C:1]([O:5][C:6]([NH:8][NH:9][C:10]1[CH:44]=[CH:43][C:13]([C:14]([O:16][CH2:17][C@@H:18]2[C@@H:25]3[C@@H:21]([O:22]C(C)(C)[O:24]3)[C@H:20]([N:28]3[C:36](=[O:37])[N:35]([CH2:38][CH:39]=[CH2:40])[C:34]4[C:33](=[O:41])[NH:32][C:31]([NH2:42])=[N:30][C:29]3=4)[O:19]2)=[O:15])=[CH:12][N:11]=1)=[O:7])([CH3:4])([CH3:3])[CH3:2].Cl(O)(=O)(=O)=O.C1COCC1.C([O-])(O)=O.[Na+]. (5) Given the product [Br:1][C:2]1[CH:3]=[C:4]([C:8]2[CH:24]=[C:11]3[N:12]=[C:13]([CH3:23])[C:14]([C@H:17]([OH:22])[C:18]([O:20][CH3:21])=[O:19])=[C:15]([Cl:16])[N:10]3[N:9]=2)[CH:5]=[CH:6][CH:7]=1, predict the reactants needed to synthesize it. The reactants are: [Br:1][C:2]1[CH:3]=[C:4]([C:8]2[CH:24]=[C:11]3[N:12]=[C:13]([CH3:23])[C:14]([C:17](=[O:22])[C:18]([O:20][CH3:21])=[O:19])=[C:15]([Cl:16])[N:10]3[N:9]=2)[CH:5]=[CH:6][CH:7]=1.CB1N2CCC[C@@H]2C(C2C=CC=CC=2)(C2C=CC=CC=2)O1.C1(C)C=CC=CC=1.C([O-])([O-])=O.[Na+].[Na+]. (6) Given the product [Cl:8][C:6]1[C:5]([CH3:9])=[CH:4][C:3]([S:10]([C:13](=[C:26]([S:10]([CH3:3])(=[O:12])=[O:11])[S:23]([CH3:20])(=[O:25])=[O:24])[C:14]#[N:15])(=[O:12])=[O:11])=[C:2]([CH3:1])[CH:7]=1, predict the reactants needed to synthesize it. The reactants are: [CH3:1][C:2]1[CH:7]=[C:6]([Cl:8])[C:5]([CH3:9])=[CH:4][C:3]=1[S:10]([CH2:13][C:14]#[N:15])(=[O:12])=[O:11].ClC1C=C[C:20]([S:23]([CH2:26]C#N)(=[O:25])=[O:24])=CC=1. (7) Given the product [ClH:30].[CH3:6][NH:7][CH2:9][C:10]1[CH:14]=[C:13]([C:15]2[CH:16]=[CH:17][CH:18]=[CH:19][CH:20]=2)[N:12]([S:21]([C:24]2[CH:29]=[CH:28][C:27]([C:32]#[N:33])=[N:26][CH:25]=2)(=[O:22])=[O:23])[CH:11]=1, predict the reactants needed to synthesize it. The reactants are: C(O[C:6](=O)[N:7]([CH2:9][C:10]1[CH:14]=[C:13]([C:15]2[CH:20]=[CH:19][CH:18]=[CH:17][CH:16]=2)[N:12]([S:21]([C:24]2[CH:25]=[N:26][C:27]([Cl:30])=[CH:28][CH:29]=2)(=[O:23])=[O:22])[CH:11]=1)C)(C)(C)C.[CH3:32][N:33](C)C=O.C(OCC)(=O)C.Cl. (8) Given the product [O:1]1[C:10]2[CH:9]=[CH:8][C:7](/[CH:11]=[C:23]3/[C:22](=[O:28])[CH2:27][CH2:26][CH2:25][CH2:24]/3)=[CH:6][C:5]=2[CH2:4][CH2:3][CH2:2]1, predict the reactants needed to synthesize it. The reactants are: [O:1]1[C:10]2[C:5](=[CH:6][C:7]([CH:11]=O)=[CH:8][CH:9]=2)[CH2:4][CH2:3][CH2:2]1.CN(C)C(=O)[O-].C[NH2+]C.[C:22]1(=[O:28])[CH2:27][CH2:26][CH2:25][CH2:24][CH2:23]1. (9) Given the product [C:28]([N:11]([CH2:12][C:13]1[S:17][C:16]([C:18]2[CH:23]=[CH:22][CH:21]=[C:20]([S:24]([CH3:27])(=[O:25])=[O:26])[CH:19]=2)=[N:15][CH:14]=1)[S:8]([C:3]1[CH:4]=[CH:5][CH:6]=[CH:7][C:2]=1[Cl:1])(=[O:10])=[O:9])(=[O:35])[C:29]1[CH:34]=[CH:33][CH:32]=[CH:31][CH:30]=1, predict the reactants needed to synthesize it. The reactants are: [Cl:1][C:2]1[CH:7]=[CH:6][CH:5]=[CH:4][C:3]=1[S:8]([NH:11][CH2:12][C:13]1[S:17][C:16]([C:18]2[CH:23]=[CH:22][CH:21]=[C:20]([S:24]([CH3:27])(=[O:26])=[O:25])[CH:19]=2)=[N:15][CH:14]=1)(=[O:10])=[O:9].[C:28](Cl)(=[O:35])[C:29]1[CH:34]=[CH:33][CH:32]=[CH:31][CH:30]=1.C(N(CC)C(C)C)(C)C. (10) Given the product [Cl:16][C:17]1[C:24]([F:25])=[CH:23][C:20]([C:21]#[N:22])=[C:19]([CH:18]=1)[O:1][CH:2]([CH2:14][CH3:15])[CH2:3][CH2:4][N:5]([CH3:13])[C:6](=[O:12])[O:7][C:8]([CH3:10])([CH3:11])[CH3:9], predict the reactants needed to synthesize it. The reactants are: [OH:1][CH:2]([CH2:14][CH3:15])[CH2:3][CH2:4][N:5]([CH3:13])[C:6](=[O:12])[O:7][C:8]([CH3:11])([CH3:10])[CH3:9].[Cl:16][C:17]1[C:24]([F:25])=[CH:23][C:20]([C:21]#[N:22])=[C:19](F)[CH:18]=1.